From a dataset of Full USPTO retrosynthesis dataset with 1.9M reactions from patents (1976-2016). Predict the reactants needed to synthesize the given product. (1) Given the product [CH3:1][O:2][C:3](=[O:17])[C:4]1[CH:5]=[CH:6][C:7]([CH:10]2[CH2:11][NH:12][C:13](=[O:16])[NH:14][CH2:15]2)=[CH:8][CH:9]=1, predict the reactants needed to synthesize it. The reactants are: [CH3:1][O:2][C:3](=[O:17])[C:4]1[CH:9]=[CH:8][C:7]([C:10]2[CH:11]=[N:12][C:13](=[O:16])[NH:14][CH:15]=2)=[CH:6][CH:5]=1. (2) Given the product [CH:9]1[CH:8]=[CH:7][CH:6]=[C:5]2[N:4]=[C:3]3[CH:1]=[C:2]4[C:3](=[N:4][C:5]5[C:10]4=[CH:9][CH:8]=[CH:7][CH:6]=5)[CH:1]=[C:2]3[C:10]=12, predict the reactants needed to synthesize it. The reactants are: [CH2:1](C1C2C(=CC=CC=2)NC=1)[C:2]1[C:10]2[C:5](=[CH:6][CH:7]=[CH:8][CH:9]=2)[NH:4][CH:3]=1.S(=O)(=O)(O)O. (3) Given the product [Cl:1][C:2]1[CH:3]=[C:4]([CH:9]=[C:10]([Cl:12])[CH:11]=1)[C:5]([NH:14][CH3:13])=[O:6], predict the reactants needed to synthesize it. The reactants are: [Cl:1][C:2]1[CH:3]=[C:4]([CH:9]=[C:10]([Cl:12])[CH:11]=1)[C:5](OC)=[O:6].[CH3:13][NH2:14]. (4) Given the product [C:43]([O:42][C:40](=[O:39])[NH:28][CH:12]([C:13]1[CH:18]=[CH:17][C:16]([C:19](=[O:27])[NH:20][C:21]2[CH:26]=[CH:25][N:24]=[CH:23][CH:22]=2)=[CH:15][CH:14]=1)[CH2:11][NH:10][C:9]([O:8][CH2:1][C:2]1[CH:7]=[CH:6][CH:5]=[CH:4][CH:3]=1)=[O:29])([CH3:46])([CH3:45])[CH3:44], predict the reactants needed to synthesize it. The reactants are: [CH2:1]([O:8][C:9](=[O:29])[NH:10][CH2:11][CH:12]([NH2:28])[C:13]1[CH:18]=[CH:17][C:16]([C:19](=[O:27])[NH:20][C:21]2[CH:26]=[CH:25][N:24]=[CH:23][CH:22]=2)=[CH:15][CH:14]=1)[C:2]1[CH:7]=[CH:6][CH:5]=[CH:4][CH:3]=1.CCN(C(C)C)C(C)C.[O:39](C(OC(C)(C)C)=O)[C:40]([O:42][C:43]([CH3:46])([CH3:45])[CH3:44])=O. (5) Given the product [Cl:29][C:30]1[CH:35]=[CH:34][C:33]([CH2:36][C:13]2([C:16]#[N:17])[CH2:14][CH2:15][N:10]([S:7]([C:6]3[C:5]([CH3:18])=[N:4][NH:3][C:2]=3[CH3:1])(=[O:9])=[O:8])[CH2:11][CH2:12]2)=[CH:32][CH:31]=1, predict the reactants needed to synthesize it. The reactants are: [CH3:1][C:2]1[C:6]([S:7]([N:10]2[CH2:15][CH2:14][CH:13]([C:16]#[N:17])[CH2:12][CH2:11]2)(=[O:9])=[O:8])=[C:5]([CH3:18])[NH:4][N:3]=1.C[Si]([N-][Si](C)(C)C)(C)C.[Li+].[Cl:29][C:30]1[CH:35]=[CH:34][C:33]([CH2:36]Cl)=[CH:32][CH:31]=1.C(O)(=O)CC(CC(O)=O)(C(O)=O)O.